Dataset: Peptide-MHC class I binding affinity with 185,985 pairs from IEDB/IMGT. Task: Regression. Given a peptide amino acid sequence and an MHC pseudo amino acid sequence, predict their binding affinity value. This is MHC class I binding data. (1) The peptide sequence is CANGWIQYDK. The MHC is HLA-A11:01 with pseudo-sequence HLA-A11:01. The binding affinity (normalized) is 0.409. (2) The peptide sequence is QLANAIFKL. The MHC is HLA-A02:17 with pseudo-sequence HLA-A02:17. The binding affinity (normalized) is 0.704.